Dataset: Drug-target binding data from BindingDB using Ki measurements. Task: Regression. Given a target protein amino acid sequence and a drug SMILES string, predict the binding affinity score between them. We predict pKi (pKi = -log10(Ki in M); higher means stronger inhibition). Dataset: bindingdb_ki. The small molecule is NS(=O)(=O)c1ccc(C(=O)O)cc1. The target protein sequence is MMAYKVLHFVVISLGLVTLVASRCDFNYYNQRAWLSCPGSQCGGNRQSPINIDTEKTKANNSLIALRFNDYDDPVDGDFENLGTTVEFVPETKDATLTNHLGTYDLLQFHFHWGRDSSEGSEHRIDDEQYSAEIHFVHLKQGASPSDTAGDTFSVVAVLCEAADIPIRGVWAKLSPVPTGHEDSHSVSDLVYTDLLPRNRDYYHYEGSLTTPLCDETVQWFVLKNTIKIPKAFLTMLRRVESDEDGTLLTFNFRNLQRLNGRQVFEFPPDVDNGEDKKRKRRNNRHGRDHHG. The pKi is 5.9.